From a dataset of Reaction yield outcomes from USPTO patents with 853,638 reactions. Predict the reaction yield, written as a fraction of the theoretical maximum amount of product (1.0 means a 100% yield; for example, 0.34 means a 34% yield). (1) The reactants are [F:1][C:2]1[CH:7]=[CH:6][C:5]([C:8](=[O:17])[C:9]2[CH:14]=[CH:13][C:12]([O:15][CH3:16])=[CH:11][CH:10]=2)=[CH:4][C:3]=1[S:18](Cl)(=[O:20])=[O:19].[NH4+:22]. The catalyst is C(Cl)Cl. The product is [F:1][C:2]1[CH:7]=[CH:6][C:5]([C:8](=[O:17])[C:9]2[CH:14]=[CH:13][C:12]([O:15][CH3:16])=[CH:11][CH:10]=2)=[CH:4][C:3]=1[S:18]([NH2:22])(=[O:20])=[O:19]. The yield is 0.320. (2) The reactants are [OH:1][C:2]1[C:9]([O:10][CH3:11])=[CH:8][C:5]([CH:6]=[O:7])=[CH:4][C:3]=1[O:12][CH3:13].C([O-])([O-])=O.[Cs+].[Cs+].[Br-].O. The catalyst is CN(C=O)C. The product is [CH:5]1([CH2:6][O:1][C:2]2[C:3]([O:12][CH3:13])=[CH:4][C:5]([CH:6]=[O:7])=[CH:8][C:9]=2[O:10][CH3:11])[CH2:8][CH2:9][CH2:2][CH2:3][CH2:4]1. The yield is 0.540. (3) The reactants are Br[C:2]1[CH:23]=[CH:22][C:5]([C:6]([NH:8][S:9]([C:12]2[CH:17]=[CH:16][CH:15]=[CH:14][C:13]=2[S:18](=[O:21])(=[O:20])[NH2:19])(=[O:11])=[O:10])=[O:7])=[CH:4][CH:3]=1.[C:24]([C:26]1[CH:31]=[CH:30][C:29]([CH3:32])=[CH:28][CH:27]=1)#[CH:25]. No catalyst specified. The product is [S:18]([C:13]1[CH:14]=[CH:15][CH:16]=[CH:17][C:12]=1[S:9]([NH:8][C:6](=[O:7])[C:5]1[CH:22]=[CH:23][C:2]([C:25]#[C:24][C:26]2[CH:31]=[CH:30][C:29]([CH3:32])=[CH:28][CH:27]=2)=[CH:3][CH:4]=1)(=[O:11])=[O:10])(=[O:21])(=[O:20])[NH2:19]. The yield is 0.380. (4) The reactants are I[C:2]1[CH:3]=[N:4][N:5]([CH2:7][CH2:8][O:9][CH:10]2[CH2:15][CH2:14][CH2:13][CH2:12][O:11]2)[CH:6]=1.C([Mg]Cl)(C)C.CO[B:23]1[O:27][C:26]([CH3:29])([CH3:28])[C:25]([CH3:31])([CH3:30])[O:24]1.[Cl-].[NH4+]. The catalyst is C1COCC1. The product is [O:11]1[CH2:12][CH2:13][CH2:14][CH2:15][CH:10]1[O:9][CH2:8][CH2:7][N:5]1[CH:6]=[C:2]([B:23]2[O:27][C:26]([CH3:29])([CH3:28])[C:25]([CH3:31])([CH3:30])[O:24]2)[CH:3]=[N:4]1. The yield is 0.810.